From a dataset of Peptide-MHC class II binding affinity with 134,281 pairs from IEDB. Regression. Given a peptide amino acid sequence and an MHC pseudo amino acid sequence, predict their binding affinity value. This is MHC class II binding data. (1) The binding affinity (normalized) is 0.259. The MHC is DRB1_0405 with pseudo-sequence DRB1_0405. The peptide sequence is SADFPQFKPEEITGI. (2) The peptide sequence is VSLIAVIKGIINLYK. The MHC is DRB3_0101 with pseudo-sequence DRB3_0101. The binding affinity (normalized) is 0.380. (3) The peptide sequence is FTLGRDGHEKPMNVQ. The MHC is DRB1_0901 with pseudo-sequence DRB1_0901. The binding affinity (normalized) is 0.382. (4) The peptide sequence is RLMSMKSVQNNTVLK. The MHC is H-2-IAb with pseudo-sequence H-2-IAb. The binding affinity (normalized) is 0.248. (5) The peptide sequence is ICDMKMAVNNGDLSC. The MHC is DRB1_0101 with pseudo-sequence DRB1_0101. The binding affinity (normalized) is 0.454. (6) The peptide sequence is FKVAATAAATAPADDKFTVF. The MHC is HLA-DPA10201-DPB11401 with pseudo-sequence HLA-DPA10201-DPB11401. The binding affinity (normalized) is 0.884. (7) The peptide sequence is DTPSPKEYKKGDTTTGVY. The MHC is DRB1_0301 with pseudo-sequence DRB1_0301. The binding affinity (normalized) is 0. (8) The peptide sequence is NDFLKTGHYTQMVWA. The MHC is DRB1_0802 with pseudo-sequence DRB1_0802. The binding affinity (normalized) is 0.355. (9) The peptide sequence is VAVIWYDGSNKYYAD. The MHC is DRB3_0202 with pseudo-sequence DRB3_0202. The binding affinity (normalized) is 0.478.